This data is from Forward reaction prediction with 1.9M reactions from USPTO patents (1976-2016). The task is: Predict the product of the given reaction. (1) Given the reactants [Br-:1].[NH2:2][C:3]1[C:4]([C:11]([NH:13][CH2:14][CH2:15][N+:16]([CH2:19][CH2:20][N:21]2C(=O)C3C(=CC=CC=3)C2=O)([CH3:18])[CH3:17])=[O:12])=[N:5][C:6]([Cl:10])=[C:7]([NH2:9])[N:8]=1.O.NN, predict the reaction product. The product is: [Br-:1].[NH2:21][CH2:20][CH2:19][N+:16]([CH2:15][CH2:14][NH:13][C:11]([C:4]1[C:3]([NH2:2])=[N:8][C:7]([NH2:9])=[C:6]([Cl:10])[N:5]=1)=[O:12])([CH3:17])[CH3:18]. (2) Given the reactants [H-].[Na+].[OH:3][C:4]1[CH:5]=[C:6]([CH:9]=[CH:10][CH:11]=1)[CH:7]=[O:8].Br[CH2:13][CH2:14][O:15][Si:16]([C:19]([CH3:22])([CH3:21])[CH3:20])([CH3:18])[CH3:17], predict the reaction product. The product is: [C:19]([Si:16]([CH3:18])([CH3:17])[O:15][CH2:14][CH2:13][O:3][C:4]1[CH:5]=[C:6]([CH:9]=[CH:10][CH:11]=1)[CH:7]=[O:8])([CH3:22])([CH3:21])[CH3:20]. (3) Given the reactants [CH3:1][C:2]([Si:5]([CH3:26])([CH3:25])[O:6][CH2:7][CH2:8][CH2:9][C:10]1([CH2:23][OH:24])[CH2:15][CH2:14][N:13]([C:16]([O:18][C:19]([CH3:22])([CH3:21])[CH3:20])=[O:17])[CH2:12][CH2:11]1)([CH3:4])[CH3:3], predict the reaction product. The product is: [CH3:4][C:2]([Si:5]([CH3:25])([CH3:26])[O:6][CH2:7][CH2:8][CH2:9][C:10]1([CH:23]=[O:24])[CH2:11][CH2:12][N:13]([C:16]([O:18][C:19]([CH3:21])([CH3:20])[CH3:22])=[O:17])[CH2:14][CH2:15]1)([CH3:1])[CH3:3].